Dataset: Forward reaction prediction with 1.9M reactions from USPTO patents (1976-2016). Task: Predict the product of the given reaction. (1) Given the reactants [C:1]([O:5][C:6](=[O:31])[NH:7][C:8]1[CH:21]=[CH:20][C:19]2[S:18][C:17]3[C:12](=[CH:13][CH:14]=[CH:15][C:16]=3B3OC(C)(C)C(C)(C)O3)[CH2:11][C:10]=2[CH:9]=1)([CH3:4])([CH3:3])[CH3:2].Cl[C:33]1[O:34][C:35]([N:40]2[CH2:45][CH2:44][O:43][CH2:42][CH2:41]2)=[CH:36][C:37](=[O:39])[CH:38]=1.C([O-])([O-])=O.[K+].[K+], predict the reaction product. The product is: [C:1]([O:5][C:6](=[O:31])[NH:7][C:8]1[CH:21]=[CH:20][C:19]2[S:18][C:17]3[C:12](=[CH:13][CH:14]=[CH:15][C:16]=3[C:33]3[O:34][C:35]([N:40]4[CH2:41][CH2:42][O:43][CH2:44][CH2:45]4)=[CH:36][C:37](=[O:39])[CH:38]=3)[CH2:11][C:10]=2[CH:9]=1)([CH3:4])([CH3:2])[CH3:3]. (2) The product is: [CH:1]1([N:6]2[C:15]3[N:14]=[C:13]([NH:16][C:17]4[CH:18]=[CH:19][C:20]([C:28]([NH:40][CH:44]5[CH2:43][CH2:48][N:60]([CH3:57])[CH2:46][CH2:45]5)=[O:30])=[C:21]5[C:25]=4[O:24][C:23]([CH3:26])([CH3:27])[CH2:22]5)[N:12]=[CH:11][C:10]=3[N:9]([CH3:31])[C:8](=[O:32])[C@H:7]2[CH2:33][CH3:34])[CH2:5][CH2:4][CH2:3][CH2:2]1. Given the reactants [CH:1]1([N:6]2[C:15]3[N:14]=[C:13]([NH:16][C:17]4[CH:18]=[CH:19][C:20]([C:28]([OH:30])=O)=[C:21]5[C:25]=4[O:24][C:23]([CH3:27])([CH3:26])[CH2:22]5)[N:12]=[CH:11][C:10]=3[N:9]([CH3:31])[C:8](=[O:32])[C@H:7]2[CH2:33][CH3:34])[CH2:5][CH2:4][CH2:3][CH2:2]1.F[B-](F)(F)F.[N:40]1(OC(N(C)C)=[N+](C)C)[C:44]2[CH:45]=[CH:46]C=[CH:48][C:43]=2N=N1.[CH:57]([N:60](C(C)C)CC)(C)C.C(=O)(O)[O-].[Na+], predict the reaction product. (3) Given the reactants [OH:1][CH2:2][C:3]1[CH:8]=[C:7]([O:9][CH2:10][CH2:11][N:12]([CH2:19][CH2:20][O:21][CH2:22][CH2:23][O:24][CH2:25][CH2:26][O:27][CH3:28])[CH2:13][CH2:14][C:15]([O:17][CH3:18])=[O:16])[CH:6]=[C:5]([CH2:29][OH:30])[N:4]=1.C(N(C(C)C)CC)(C)C.[CH3:40][S:41](Cl)(=[O:43])=[O:42], predict the reaction product. The product is: [CH3:40][S:41]([O:1][CH2:2][C:3]1[CH:8]=[C:7]([O:9][CH2:10][CH2:11][N:12]([CH2:19][CH2:20][O:21][CH2:22][CH2:23][O:24][CH2:25][CH2:26][O:27][CH3:28])[CH2:13][CH2:14][C:15]([O:17][CH3:18])=[O:16])[CH:6]=[C:5]([CH2:29][O:30][S:41]([CH3:40])(=[O:43])=[O:42])[N:4]=1)(=[O:43])=[O:42]. (4) Given the reactants [F:1][C:2]1[CH:7]=[CH:6][C:5]([C:8]2[C:16]([C:17]3[CH:22]=[CH:21][C:20]([F:23])=[CH:19][CH:18]=3)=[CH:15][C:14]([O:24][CH3:25])=[C:13]3[C:9]=2[C:10](=[O:27])C(=O)[NH:12]3)=[CH:4][CH:3]=1.[OH-].[Na+].OO.C(O)(=[O:34])C.Cl, predict the reaction product. The product is: [NH2:12][C:13]1[C:14]([O:24][CH3:25])=[CH:15][C:16]([C:17]2[CH:22]=[CH:21][C:20]([F:23])=[CH:19][CH:18]=2)=[C:8]([C:5]2[CH:6]=[CH:7][C:2]([F:1])=[CH:3][CH:4]=2)[C:9]=1[C:10]([OH:34])=[O:27]. (5) Given the reactants [CH3:1][O:2][C:3]1[C:8]([CH2:9][C:10]2[S:14][C:13]([NH2:15])=[N:12][CH:11]=2)=[CH:7][CH:6]=[CH:5][N:4]=1.[C:16]1([CH:22]([CH2:26][CH3:27])[C:23](O)=[O:24])[CH:21]=[CH:20][CH:19]=[CH:18][CH:17]=1.C(N(CC)CC)C.F[P-](F)(F)(F)(F)F.N1(OC(N(C)C)=[N+](C)C)C2N=CC=CC=2N=N1, predict the reaction product. The product is: [CH3:1][O:2][C:3]1[C:8]([CH2:9][C:10]2[S:14][C:13]([NH:15][C:23](=[O:24])[CH:22]([C:16]3[CH:21]=[CH:20][CH:19]=[CH:18][CH:17]=3)[CH2:26][CH3:27])=[N:12][CH:11]=2)=[CH:7][CH:6]=[CH:5][N:4]=1.